Dataset: Merck oncology drug combination screen with 23,052 pairs across 39 cell lines. Task: Regression. Given two drug SMILES strings and cell line genomic features, predict the synergy score measuring deviation from expected non-interaction effect. (1) Drug 1: CCN(CC)CCNC(=O)c1c(C)[nH]c(C=C2C(=O)Nc3ccc(F)cc32)c1C. Drug 2: CCC1(O)C(=O)OCc2c1cc1n(c2=O)Cc2cc3c(CN(C)C)c(O)ccc3nc2-1. Cell line: RPMI7951. Synergy scores: synergy=-6.24. (2) Drug 1: N#Cc1ccc(Cn2cncc2CN2CCN(c3cccc(Cl)c3)C(=O)C2)cc1. Cell line: T47D. Drug 2: Cn1c(=O)n(-c2ccc(C(C)(C)C#N)cc2)c2c3cc(-c4cnc5ccccc5c4)ccc3ncc21. Synergy scores: synergy=101. (3) Drug 1: CCC1=CC2CN(C1)Cc1c([nH]c3ccccc13)C(C(=O)OC)(c1cc3c(cc1OC)N(C)C1C(O)(C(=O)OC)C(OC(C)=O)C4(CC)C=CCN5CCC31C54)C2. Drug 2: NC(=O)c1cccc2cn(-c3ccc(C4CCCNC4)cc3)nc12. Cell line: LOVO. Synergy scores: synergy=-4.52. (4) Drug 1: CS(=O)(=O)CCNCc1ccc(-c2ccc3ncnc(Nc4ccc(OCc5cccc(F)c5)c(Cl)c4)c3c2)o1. Drug 2: COC1=C2CC(C)CC(OC)C(O)C(C)C=C(C)C(OC(N)=O)C(OC)C=CC=C(C)C(=O)NC(=CC1=O)C2=O. Cell line: OVCAR3. Synergy scores: synergy=20.6. (5) Drug 1: CN(C)C(=N)N=C(N)N. Drug 2: N#Cc1ccc(Cn2cncc2CN2CCN(c3cccc(Cl)c3)C(=O)C2)cc1. Cell line: SKMES1. Synergy scores: synergy=7.01. (6) Drug 1: CS(=O)(=O)CCNCc1ccc(-c2ccc3ncnc(Nc4ccc(OCc5cccc(F)c5)c(Cl)c4)c3c2)o1. Drug 2: CCC1(O)C(=O)OCc2c1cc1n(c2=O)Cc2cc3c(CN(C)C)c(O)ccc3nc2-1. Cell line: KPL1. Synergy scores: synergy=18.0. (7) Drug 1: COC1CC2CCC(C)C(O)(O2)C(=O)C(=O)N2CCCCC2C(=O)OC(C(C)CC2CCC(OP(C)(C)=O)C(OC)C2)CC(=O)C(C)C=C(C)C(O)C(OC)C(=O)C(C)CC(C)C=CC=CC=C1C. Drug 2: Cn1c(=O)n(-c2ccc(C(C)(C)C#N)cc2)c2c3cc(-c4cnc5ccccc5c4)ccc3ncc21. Cell line: NCIH23. Synergy scores: synergy=64.8. (8) Drug 1: CNC(=O)c1cc(Oc2ccc(NC(=O)Nc3ccc(Cl)c(C(F)(F)F)c3)cc2)ccn1. Drug 2: CCc1cnn2c(NCc3ccc[n+]([O-])c3)cc(N3CCCCC3CCO)nc12. Cell line: T47D. Synergy scores: synergy=-4.42.